Dataset: Forward reaction prediction with 1.9M reactions from USPTO patents (1976-2016). Task: Predict the product of the given reaction. (1) Given the reactants [C:1]([C:5]1[CH:10]=[CH:9][C:8]([CH3:11])=[CH:7][CH:6]=1)([CH3:4])([CH3:3])[CH3:2].[N+:12]([O-])([OH:14])=[O:13], predict the reaction product. The product is: [C:1]([C:5]1[CH:6]=[CH:7][C:8]([CH3:11])=[C:9]([N+:12]([O-:14])=[O:13])[CH:10]=1)([CH3:4])([CH3:3])[CH3:2]. (2) Given the reactants C(OC([N:8]1[CH2:12][CH2:11][C@H:10]([C:13]2[CH:18]=[CH:17][C:16]([NH:19][C:20]([C:22]3[CH:23]=[N:24][C:25]([O:28][CH2:29][C:30]([F:33])([F:32])[F:31])=[CH:26][CH:27]=3)=[O:21])=[CH:15][CH:14]=2)[CH2:9]1)=O)(C)(C)C.[ClH:34], predict the reaction product. The product is: [ClH:34].[NH:8]1[CH2:12][CH2:11][C@H:10]([C:13]2[CH:18]=[CH:17][C:16]([NH:19][C:20](=[O:21])[C:22]3[CH:27]=[CH:26][C:25]([O:28][CH2:29][C:30]([F:31])([F:32])[F:33])=[N:24][CH:23]=3)=[CH:15][CH:14]=2)[CH2:9]1. (3) Given the reactants [O:1]=[C:2]1[NH:6][C@H:5]([CH2:7][N:8]2[C:16](=[O:17])[C:15]3[C:10](=[CH:11][CH:12]=[CH:13][CH:14]=3)[C:9]2=[O:18])[CH2:4][CH2:3]1.Br[CH2:20][CH2:21][CH:22]([CH3:24])[CH3:23].[H-].[Na+], predict the reaction product. The product is: [CH2:20]([N:6]1[C:2](=[O:1])[CH2:3][CH2:4][C@H:5]1[CH2:7][N:8]1[C:9](=[O:18])[C:10]2[C:15](=[CH:14][CH:13]=[CH:12][CH:11]=2)[C:16]1=[O:17])[CH2:21][CH:22]([CH3:24])[CH3:23]. (4) Given the reactants [F:1][C:2]1[CH:9]=[CH:8][C:5]([C:6]#[N:7])=[C:4]([S:10][CH3:11])[CH:3]=1.CO.Cl.O, predict the reaction product. The product is: [F:1][C:2]1[CH:9]=[CH:8][C:5]([CH2:6][NH2:7])=[C:4]([S:10][CH3:11])[CH:3]=1. (5) Given the reactants [Br:1][C:2]1[C:7]2[O:8][CH2:9][C:10](=[O:12])[NH:11][C:6]=2[CH:5]=[CH:4][CH:3]=1.CI.[C:15](=O)([O-])[O-].[K+].[K+], predict the reaction product. The product is: [Br:1][C:2]1[C:7]2[O:8][CH2:9][C:10](=[O:12])[N:11]([CH3:15])[C:6]=2[CH:5]=[CH:4][CH:3]=1. (6) Given the reactants [NH2:1][C:2]1[CH:7]=[C:6]([F:8])[CH:5]=[CH:4][C:3]=1[NH:9][C:10]([C:12]1[CH:13]=[CH:14][CH:15]=[C:16]2[C:20]=1[N:19]1[CH:21]=[CH:22][CH:23]=[C:18]1[C:17]2=[O:24])=O, predict the reaction product. The product is: [F:8][C:6]1[CH:5]=[CH:4][C:3]2[N:9]=[C:10]([C:12]3[C:20]4[N:19]5[CH:21]=[CH:22][CH:23]=[C:18]5[C:17](=[O:24])[C:16]=4[CH:15]=[CH:14][CH:13]=3)[NH:1][C:2]=2[CH:7]=1. (7) Given the reactants COC(C1C=C(O)C2C(=C(N)C=CC=2)N=1)=O.C[O:18][C:19]([C:21]1[CH:30]=[CH:29][C:28]2[C:23](=[C:24]([O:32][CH3:33])[CH:25]=[CH:26][C:27]=2[Br:31])[N:22]=1)=[O:20], predict the reaction product. The product is: [CH3:33][O:32][C:24]1[CH:25]=[CH:26][C:27]([Br:31])=[C:28]2[C:23]=1[N:22]=[C:21]([C:19]([OH:20])=[O:18])[CH:30]=[CH:29]2.